Binary Classification. Given a T-cell receptor sequence (or CDR3 region) and an epitope sequence, predict whether binding occurs between them. From a dataset of TCR-epitope binding with 47,182 pairs between 192 epitopes and 23,139 TCRs. The epitope is KRWIILGLNK. The TCR CDR3 sequence is CASSGQLLEAFF. Result: 1 (the TCR binds to the epitope).